From a dataset of Catalyst prediction with 721,799 reactions and 888 catalyst types from USPTO. Predict which catalyst facilitates the given reaction. (1) Reactant: [F:1][C:2]([F:19])([F:18])[C:3]([NH:5][CH2:6][C:7]1[C:8]([F:17])=[CH:9][C:10]([Cl:16])=[C:11]([CH:15]=1)[C:12]([NH2:14])=[O:13])=[O:4].C(Cl)(=O)[C:21](Cl)=[O:22]. Product: [F:19][C:2]([F:18])([F:1])[C:3]([NH:5][CH2:6][C:7]1[C:8]([F:17])=[CH:9][C:10]([Cl:16])=[C:11]([CH:15]=1)[C:12]([N:14]=[C:21]=[O:22])=[O:13])=[O:4]. The catalyst class is: 344. (2) Reactant: [CH3:1][NH:2][C:3]1[CH:13]=[CH:12][C:6]([C:7]([O:9][CH2:10][CH3:11])=[O:8])=[CH:5][C:4]=1[N+:14]([O-])=O. Product: [NH2:14][C:4]1[CH:5]=[C:6]([CH:12]=[CH:13][C:3]=1[NH:2][CH3:1])[C:7]([O:9][CH2:10][CH3:11])=[O:8]. The catalyst class is: 19. (3) Reactant: Cl[C:2]1[CH:7]=[CH:6][N:5]=[C:4]2[CH:8]=[C:9]([C:11]([N:13]3[CH2:17][CH2:16][C@@H:15]([O:18][CH3:19])[CH2:14]3)=[O:12])[S:10][C:3]=12.[CH3:20][NH:21][C:22]([C:24]1[C:32]2[C:27](=[CH:28][C:29]([OH:33])=[CH:30][CH:31]=2)[N:26]([CH3:34])[C:25]=1[CH3:35])=[O:23].C([O-])([O-])=O.[Cs+].[Cs+]. The catalyst class is: 25. Product: [CH3:20][NH:21][C:22]([C:24]1[C:32]2[C:27](=[CH:28][C:29]([O:33][C:2]3[CH:7]=[CH:6][N:5]=[C:4]4[CH:8]=[C:9]([C:11]([N:13]5[CH2:17][CH2:16][CH:15]([O:18][CH3:19])[CH2:14]5)=[O:12])[S:10][C:3]=34)=[CH:30][CH:31]=2)[N:26]([CH3:34])[C:25]=1[CH3:35])=[O:23]. (4) Reactant: Br.[Cl:2][C:3]1[CH:8]=[CH:7][C:6]([CH:9]([CH3:14])[C:10]([O:12][CH3:13])=[O:11])=[CH:5][C:4]=1[O:15]C. Product: [Cl:2][C:3]1[CH:8]=[CH:7][C:6]([CH:9]([CH3:14])[C:10]([O:12][CH3:13])=[O:11])=[CH:5][C:4]=1[OH:15]. The catalyst class is: 15.